This data is from Catalyst prediction with 721,799 reactions and 888 catalyst types from USPTO. The task is: Predict which catalyst facilitates the given reaction. (1) Reactant: [F:1][C:2]1[C:7](F)=[CH:6][CH:5]=[C:4]([N+:9]([O-:11])=[O:10])[C:3]=1[CH2:12][CH2:13][OH:14].[C:15]([NH2:19])([CH3:18])([CH3:17])[CH3:16].CS(C)=O.C1(C)C=CC=CC=1. Product: [C:15]([NH:19][C:7]1[C:2]([F:1])=[C:3]([CH2:12][CH2:13][OH:14])[C:4]([N+:9]([O-:11])=[O:10])=[CH:5][CH:6]=1)([CH3:18])([CH3:17])[CH3:16]. The catalyst class is: 6. (2) Reactant: [NH2:1][CH2:2][C@H:3]1[C@@H:8]([CH3:9])[CH2:7][CH2:6][CH2:5][N:4]1[C:10]([O:12][CH2:13][CH:14]=[CH2:15])=[O:11].Cl[C:17]1[CH:22]=[CH:21][C:20]([C:23]([F:26])([F:25])[F:24])=[CH:19][N:18]=1.C([O-])([O-])=O.[Cs+].[Cs+]. Product: [CH3:9][C@H:8]1[CH2:7][CH2:6][CH2:5][N:4]([C:10]([O:12][CH2:13][CH:14]=[CH2:15])=[O:11])[C@H:3]1[CH2:2][NH:1][C:17]1[CH:22]=[CH:21][C:20]([C:23]([F:26])([F:25])[F:24])=[CH:19][N:18]=1. The catalyst class is: 31. (3) Reactant: [CH2:1]1[C:9]2[C:4](=[CH:5][CH:6]=[CH:7][CH:8]=2)[CH2:3][C:2]1=O.C(O)(C)C.Cl.[CH3:16][O:17][C:18]1[CH:23]=[CH:22][C:21]([NH:24]N)=[CH:20][CH:19]=1.C([O-])(O)=O.[Na+]. Product: [CH3:16][O:17][C:18]1[CH:19]=[C:20]2[C:21](=[CH:22][CH:23]=1)[NH:24][C:2]1[CH2:3][C:4]3[C:9]([C:1]2=1)=[CH:8][CH:7]=[CH:6][CH:5]=3. The catalyst class is: 6.